This data is from Full USPTO retrosynthesis dataset with 1.9M reactions from patents (1976-2016). The task is: Predict the reactants needed to synthesize the given product. (1) Given the product [CH3:1][O:2][C:3]([C:5]1[N:6]([S:24]([C:21]2[CH:22]=[CH:23][C:18]([CH3:28])=[CH:19][CH:20]=2)(=[O:26])=[O:25])[CH:7]=[C:8]([I:10])[CH:9]=1)=[O:4], predict the reactants needed to synthesize it. The reactants are: [CH3:1][O:2][C:3]([C:5]1[NH:6][CH:7]=[C:8]([I:10])[CH:9]=1)=[O:4].C(N(CC)CC)C.[C:18]1([CH3:28])[CH:23]=[CH:22][C:21]([S:24](Cl)(=[O:26])=[O:25])=[CH:20][CH:19]=1. (2) Given the product [CH3:1][C:2]1[C:6]([CH3:7])=[C:5]([C:8]2[CH:9]=[C:10]([CH:14]=[CH:15][C:16]=2[CH3:17])[C:11]([N:22]2[CH2:21][C:20]([C:24]3[CH:25]=[CH:26][C:27]([C:28]#[N:29])=[CH:30][CH:31]=3)([F:19])[CH2:23]2)=[O:13])[NH:4][N:3]=1, predict the reactants needed to synthesize it. The reactants are: [CH3:1][C:2]1[C:6]([CH3:7])=[C:5]([C:8]2[CH:9]=[C:10]([CH:14]=[CH:15][C:16]=2[CH3:17])[C:11]([OH:13])=O)[NH:4][N:3]=1.Cl.[F:19][C:20]1([C:24]2[CH:31]=[CH:30][C:27]([C:28]#[N:29])=[CH:26][CH:25]=2)[CH2:23][NH:22][CH2:21]1.CC1NC(C2C=C(C=CC=2C)C(O)=O)=C(C)N=1.Cl.N1CC(C2C=CC(C#N)=CC=2)C1. (3) Given the product [CH3:1][N:2]1[CH2:7][CH2:6][C:5](=[N:17][NH:16][C:9]([O:11][C:12]([CH3:15])([CH3:14])[CH3:13])=[O:10])[CH2:4][CH2:3]1, predict the reactants needed to synthesize it. The reactants are: [CH3:1][N:2]1[CH2:7][CH2:6][C:5](=O)[CH2:4][CH2:3]1.[C:9]([NH:16][NH2:17])([O:11][C:12]([CH3:15])([CH3:14])[CH3:13])=[O:10]. (4) Given the product [CH3:7][CH:8]([CH3:40])[CH2:9][CH2:10][NH:11][C:12]([N:14]1[C:22]2[C:17](=[CH:18][C:19]([O:23][C:24]3[CH:29]=[CH:28][N:27]=[C:26]([NH:30][C:31]([N:1]4[CH2:6][CH2:5][O:4][CH2:3][CH2:2]4)=[O:32])[CH:25]=3)=[CH:20][CH:21]=2)[CH:16]=[CH:15]1)=[O:13], predict the reactants needed to synthesize it. The reactants are: [NH:1]1[CH2:6][CH2:5][O:4][CH2:3][CH2:2]1.[CH3:7][CH:8]([CH3:40])[CH2:9][CH2:10][NH:11][C:12]([N:14]1[C:22]2[C:17](=[CH:18][C:19]([O:23][C:24]3[CH:29]=[CH:28][N:27]=[C:26]([NH:30][C:31](=O)[O:32]C4C=CC=CC=4)[CH:25]=3)=[CH:20][CH:21]=2)[CH:16]=[CH:15]1)=[O:13].CC(C)CCNC(N1C2C(=CC(OC3C=CN=C(NC(N4CCC(N5CCCC5)CC4)=O)C=3)=CC=2)C=C1)=O. (5) Given the product [F:67][C:65]1[CH:64]=[C:63]([F:68])[CH:62]=[C:61]2[C:66]=1[C:57]([NH:49][C:48]1[CH:47]=[C:46]([N:50]3[CH2:55][CH2:54][O:53][CH2:52][CH2:51]3)[N:45]=[CH:44][C:43]=1[C:40]1[CH:41]=[N:42][C:37]([O:36][CH3:35])=[CH:38][CH:39]=1)=[C:58]([CH3:77])[C:59]([C:69]1[CH:70]=[N:71][CH:72]=[C:73]([O:75][CH3:76])[CH:74]=1)=[N:60]2, predict the reactants needed to synthesize it. The reactants are: C1(P(C2CCCCC2)C2C=CC=CC=2C2C(C(C)C)=CC(C(C)C)=CC=2C(C)C)CCCCC1.[CH3:35][O:36][C:37]1[N:42]=[CH:41][C:40]([C:43]2[CH:44]=[N:45][C:46]([N:50]3[CH2:55][CH2:54][O:53][CH2:52][CH2:51]3)=[CH:47][C:48]=2[NH2:49])=[CH:39][CH:38]=1.Cl[C:57]1[C:66]2[C:61](=[CH:62][C:63]([F:68])=[CH:64][C:65]=2[F:67])[N:60]=[C:59]([C:69]2[CH:70]=[N:71][CH:72]=[C:73]([O:75][CH3:76])[CH:74]=2)[C:58]=1[CH3:77].CC(C)([O-])C.[Na+]. (6) Given the product [CH3:1][O:2][C:3]1[CH:9]=[CH:8][C:7]([N+:10]([O-:12])=[O:11])=[CH:6][C:4]=1[NH:5][S:14]([CH3:13])(=[O:16])=[O:15], predict the reactants needed to synthesize it. The reactants are: [CH3:1][O:2][C:3]1[CH:9]=[CH:8][C:7]([N+:10]([O-:12])=[O:11])=[CH:6][C:4]=1[NH2:5].[CH3:13][S:14](Cl)(=[O:16])=[O:15].Cl. (7) Given the product [CH3:1][C@H:2]1[C@@H:7]([N:8]([C:10]2[N:18]=[CH:17][N:16]=[C:15]3[C:11]=2[CH:12]=[CH:13][NH:14]3)[CH3:9])[CH2:6][N:5]([C:19]([CH2:21][C:22]#[N:23])=[O:20])[CH2:4][CH2:3]1.[CH2:31]([C:26]([OH:27])([C:28]([OH:30])=[O:29])[CH2:25][C:24]([OH:36])=[O:35])[C:32]([OH:34])=[O:33], predict the reactants needed to synthesize it. The reactants are: [CH3:1][C@H:2]1[C@@H:7]([N:8]([C:10]2[N:18]=[CH:17][N:16]=[C:15]3[C:11]=2[CH:12]=[CH:13][NH:14]3)[CH3:9])[CH2:6][N:5]([C:19]([CH2:21][C:22]#[N:23])=[O:20])[CH2:4][CH2:3]1.[C:24]([OH:36])(=[O:35])[CH2:25][C:26]([CH2:31][C:32]([OH:34])=[O:33])([C:28]([OH:30])=[O:29])[OH:27]. (8) Given the product [NH2:15][C:8]1[CH:9]=[C:10]([C:11]([O:13][CH3:14])=[O:12])[C:4]2[N:3]=[C:2]([Cl:1])[NH:6][C:5]=2[CH:7]=1, predict the reactants needed to synthesize it. The reactants are: [Cl:1][C:2]1[NH:6][C:5]2[CH:7]=[C:8]([N+:15]([O-])=O)[CH:9]=[C:10]([C:11]([O:13][CH3:14])=[O:12])[C:4]=2[N:3]=1. (9) Given the product [CH3:1][C:2]1[C:3]([CH:34]=[CH2:35])=[C:4]([CH:9]=[C:10]([CH2:13][C:14]2[CH:19]=[CH:18][C:17]([C:20]3[CH:24]=[CH:23][N:22]([CH3:25])[N:21]=3)=[CH:16][CH:15]=2)[C:11]=1[CH3:12])[C:5]([O:7][CH3:8])=[O:6], predict the reactants needed to synthesize it. The reactants are: [CH3:1][C:2]1[C:3](OS(C(F)(F)F)(=O)=O)=[C:4]([CH:9]=[C:10]([CH2:13][C:14]2[CH:19]=[CH:18][C:17]([C:20]3[CH:24]=[CH:23][N:22]([CH3:25])[N:21]=3)=[CH:16][CH:15]=2)[C:11]=1[CH3:12])[C:5]([O:7][CH3:8])=[O:6].[CH2:34](C([Sn])=C(CCCC)CCCC)[CH2:35]CC.[Cl-].[Li+].[F-].[K+]. (10) Given the product [Cl:1][C:2]1[CH:7]=[CH:6][N:5]=[C:4]2/[C:8](=[CH:16]/[C:15]3[CH:18]=[CH:19][CH:20]=[C:13]([Cl:12])[C:14]=3[F:21])/[C:9](=[O:11])[NH:10][C:3]=12, predict the reactants needed to synthesize it. The reactants are: [Cl:1][C:2]1[CH:7]=[CH:6][N:5]=[C:4]2[CH2:8][C:9](=[O:11])[NH:10][C:3]=12.[Cl:12][C:13]1[C:14]([F:21])=[C:15]([CH:18]=[CH:19][CH:20]=1)[CH:16]=O.N1CCCCC1.